Task: Regression. Given two drug SMILES strings and cell line genomic features, predict the synergy score measuring deviation from expected non-interaction effect.. Dataset: NCI-60 drug combinations with 297,098 pairs across 59 cell lines (1) Drug 1: COC1=NC(=NC2=C1N=CN2C3C(C(C(O3)CO)O)O)N. Drug 2: CC1=C2C(C(=O)C3(C(CC4C(C3C(C(C2(C)C)(CC1OC(=O)C(C(C5=CC=CC=C5)NC(=O)OC(C)(C)C)O)O)OC(=O)C6=CC=CC=C6)(CO4)OC(=O)C)O)C)O. Cell line: SN12C. Synergy scores: CSS=-3.43, Synergy_ZIP=-0.165, Synergy_Bliss=-4.90, Synergy_Loewe=-3.65, Synergy_HSA=-6.11. (2) Drug 1: CNC(=O)C1=CC=CC=C1SC2=CC3=C(C=C2)C(=NN3)C=CC4=CC=CC=N4. Drug 2: COC1=C(C=C2C(=C1)N=CN=C2NC3=CC(=C(C=C3)F)Cl)OCCCN4CCOCC4. Cell line: NCI-H226. Synergy scores: CSS=33.5, Synergy_ZIP=-4.15, Synergy_Bliss=5.25, Synergy_Loewe=4.59, Synergy_HSA=5.41.